Task: Predict the reactants needed to synthesize the given product.. Dataset: Full USPTO retrosynthesis dataset with 1.9M reactions from patents (1976-2016) (1) Given the product [CH2:3]([C:2]1[C:14]([C:15]2[CH:16]=[CH:17][C:18]([O:21][CH3:22])=[CH:19][CH:20]=2)=[C:13]([OH:23])[C:8]2[C:7]([CH:1]=1)=[CH:12][CH:11]=[CH:10][CH:9]=2)[CH2:4][CH2:5][CH3:6], predict the reactants needed to synthesize it. The reactants are: [C:1]([C:7]1[CH:12]=[CH:11][CH:10]=[CH:9][C:8]=1[C:13](=[O:23])[CH2:14][C:15]1[CH:20]=[CH:19][C:18]([O:21][CH3:22])=[CH:17][CH:16]=1)#[C:2][CH2:3][CH2:4][CH2:5][CH3:6].C[Si]([N-][Si](C)(C)C)(C)C.[K+]. (2) Given the product [N+:1]([C:4]1[CH:8]=[CH:7][N:6]([CH2:12][CH:13]([CH3:15])[CH3:14])[N:5]=1)([O-:3])=[O:2], predict the reactants needed to synthesize it. The reactants are: [N+:1]([C:4]1[CH:8]=[CH:7][NH:6][N:5]=1)([O-:3])=[O:2].[H-].[Na+].Br[CH2:12][CH:13]([CH3:15])[CH3:14].